From a dataset of Peptide-MHC class I binding affinity with 185,985 pairs from IEDB/IMGT. Regression. Given a peptide amino acid sequence and an MHC pseudo amino acid sequence, predict their binding affinity value. This is MHC class I binding data. (1) The peptide sequence is QLFIKDYRY. The MHC is HLA-A01:01 with pseudo-sequence HLA-A01:01. The binding affinity (normalized) is 0.0847. (2) The peptide sequence is FTDPSSIAAR. The MHC is HLA-A68:01 with pseudo-sequence HLA-A68:01. The binding affinity (normalized) is 0.626. (3) The peptide sequence is RTQRSVRAL. The MHC is BoLA-HD6 with pseudo-sequence BoLA-HD6. The binding affinity (normalized) is 0.469. (4) The peptide sequence is ISYGHHYL. The MHC is H-2-Db with pseudo-sequence H-2-Db. The binding affinity (normalized) is 0.318. (5) The peptide sequence is VPKIFIDNI. The MHC is HLA-B07:02 with pseudo-sequence HLA-B07:02. The binding affinity (normalized) is 0.0418. (6) The peptide sequence is YADGGQWYN. The MHC is HLA-A25:01 with pseudo-sequence HLA-A25:01. The binding affinity (normalized) is 0.0847. (7) The peptide sequence is VPHISRQRL. The MHC is HLA-B07:02 with pseudo-sequence HLA-B07:02. The binding affinity (normalized) is 0.803. (8) The peptide sequence is FLMYPNNIF. The MHC is HLA-C12:03 with pseudo-sequence HLA-C12:03. The binding affinity (normalized) is 0.521. (9) The peptide sequence is SGGVSPDTL. The MHC is H-2-Db with pseudo-sequence H-2-Db. The binding affinity (normalized) is 0.347. (10) The peptide sequence is VLLRKNGNK. The MHC is HLA-A11:01 with pseudo-sequence HLA-A11:01. The binding affinity (normalized) is 0.315.